This data is from TCR-epitope binding with 47,182 pairs between 192 epitopes and 23,139 TCRs. The task is: Binary Classification. Given a T-cell receptor sequence (or CDR3 region) and an epitope sequence, predict whether binding occurs between them. (1) Result: 0 (the TCR does not bind to the epitope). The TCR CDR3 sequence is CASSQDYAGGTGELFF. The epitope is GMFNMLSTVLGVS. (2) The epitope is FVDGVPFVV. The TCR CDR3 sequence is CASSGWTALSYEQYF. Result: 1 (the TCR binds to the epitope).